Regression. Given two drug SMILES strings and cell line genomic features, predict the synergy score measuring deviation from expected non-interaction effect. From a dataset of NCI-60 drug combinations with 297,098 pairs across 59 cell lines. Drug 1: COC1=C(C=C2C(=C1)N=CN=C2NC3=CC(=C(C=C3)F)Cl)OCCCN4CCOCC4. Drug 2: CC(C)NC(=O)C1=CC=C(C=C1)CNNC.Cl. Cell line: BT-549. Synergy scores: CSS=31.4, Synergy_ZIP=-2.11, Synergy_Bliss=4.44, Synergy_Loewe=-6.53, Synergy_HSA=4.30.